Dataset: Full USPTO retrosynthesis dataset with 1.9M reactions from patents (1976-2016). Task: Predict the reactants needed to synthesize the given product. Given the product [CH3:17][C:16]([CH3:19])([CH3:18])[CH2:15][NH:14][C:12]([C:9]1[CH:10]=[CH:11][C:2]([C:35]2[C:36]([CH3:51])=[CH:37][CH:32]=[C:33]([C:46]([OH:48])=[O:47])[CH:34]=2)=[C:3]([C:4]([O:6][CH3:7])=[O:5])[CH:8]=1)=[O:13], predict the reactants needed to synthesize it. The reactants are: Br[C:2]1[CH:11]=[CH:10][C:9]([C:12]([NH:14][CH2:15][C:16]([CH3:19])([CH3:18])[CH3:17])=[O:13])=[CH:8][C:3]=1[C:4]([O:6][CH3:7])=[O:5].C1(NC(C2C=C(F)C(C)=C([C:32]3[C:33]([C:46]([OH:48])=[O:47])=[CH:34][C:35](C(NCC(C)(C)C)=O)=[CH:36][CH:37]=3)C=2)=O)CC1.[C:51](=O)([O-])[O-].[K+].[K+].C(O)(=O)C.